From a dataset of Full USPTO retrosynthesis dataset with 1.9M reactions from patents (1976-2016). Predict the reactants needed to synthesize the given product. (1) Given the product [CH3:14][S:11]([N:7]1[C:8]2[C:4](=[CH:3][C:2]([CH:19]([CH3:20])[C:18]([O:17][CH2:15][CH3:16])=[O:22])=[CH:10][CH:9]=2)[CH2:5][CH2:6]1)(=[O:13])=[O:12], predict the reactants needed to synthesize it. The reactants are: Br[C:2]1[CH:3]=[C:4]2[C:8](=[CH:9][CH:10]=1)[N:7]([S:11]([CH3:14])(=[O:13])=[O:12])[CH2:6][CH2:5]2.[CH2:15]([O:17][C:18](=[O:22])[CH:19](Cl)[CH3:20])[CH3:16].C(O)(C(F)(F)F)=O.Cl. (2) The reactants are: [Cl:1][C:2]1[CH:8]=[CH:7][C:5]([NH2:6])=[CH:4][C:3]=1[C:9]1[CH:14]=[CH:13][CH:12]=[CH:11][N:10]=1.[CH3:15][C:16]1[CH:20]=[CH:19][S:18][C:17]=1[C:21](O)=[O:22]. Given the product [Cl:1][C:2]1[CH:8]=[CH:7][C:5]([NH:6][C:21]([C:17]2[S:18][CH:19]=[CH:20][C:16]=2[CH3:15])=[O:22])=[CH:4][C:3]=1[C:9]1[CH:14]=[CH:13][CH:12]=[CH:11][N:10]=1, predict the reactants needed to synthesize it. (3) Given the product [CH2:35]1[C:43]2[C:38](=[CH:39][C:40]([NH:44][C:45](=[O:75])[NH:46][C:47]3[CH:52]=[CH:51][C:50]([C:53]4[CH:61]=[C:60]5[C:56]([CH2:57][N:58]([C@@H:63]([CH:68]([CH3:70])[CH3:69])[C:64]([OH:66])=[O:65])[C:59]5=[O:62])=[CH:55][CH:54]=4)=[C:49]([C:71]([F:72])([F:73])[F:74])[CH:48]=3)=[CH:41][CH:42]=2)[CH2:37][CH2:36]1, predict the reactants needed to synthesize it. The reactants are: ClC1C=CC=CC=1NC(=O)NC1C=CC(C2C=C3C(CN([C@@H](C(C)C)C(O)=O)C3=O)=CC=2)=NC=1.[CH2:35]1[C:43]2[C:38](=[CH:39][C:40]([NH:44][C:45](=[O:75])[NH:46][C:47]3[CH:52]=[CH:51][C:50]([C:53]4[CH:61]=[C:60]5[C:56]([CH2:57][N:58]([C@@H:63]([CH:68]([CH3:70])[CH3:69])[C:64]([O:66]C)=[O:65])[C:59]5=[O:62])=[CH:55][CH:54]=4)=[C:49]([C:71]([F:74])([F:73])[F:72])[CH:48]=3)=[CH:41][CH:42]=2)[CH2:37][CH2:36]1. (4) Given the product [C:1]([O:5][C:6]([N:8]1[CH2:13][C@H:12]([CH2:14][O:15][CH3:16])[N:11]([CH2:17][C:18]([N:20]2[C:28]3[CH:27]=[C:26]([O:39][C:33]4[CH:38]=[CH:37][CH:36]=[CH:35][CH:34]=4)[N:25]=[CH:24][C:23]=3[C:22]([CH3:31])([CH3:30])[CH2:21]2)=[O:19])[CH2:10][C@H:9]1[CH3:32])=[O:7])([CH3:4])([CH3:3])[CH3:2], predict the reactants needed to synthesize it. The reactants are: [C:1]([O:5][C:6]([N:8]1[CH2:13][C@H:12]([CH2:14][O:15][CH3:16])[N:11]([CH2:17][C:18]([N:20]2[C:28]3[CH:27]=[C:26](Cl)[N:25]=[CH:24][C:23]=3[C:22]([CH3:31])([CH3:30])[CH2:21]2)=[O:19])[CH2:10][C@H:9]1[CH3:32])=[O:7])([CH3:4])([CH3:3])[CH3:2].[C:33]1([OH:39])[CH:38]=[CH:37][CH:36]=[CH:35][CH:34]=1.[O-]P([O-])([O-])=O.[K+].[K+].[K+].C(P(C(C)(C)C)C1C=CC=CC=1C1C(C(C)C)=CC(C(C)C)=CC=1C(C)C)(C)(C)C. (5) Given the product [Cl:16][C:12]1[C:11]([F:17])=[C:10]([CH:9]2[C:8]([C:20]3[CH:25]=[CH:24][C:23]([Cl:26])=[CH:22][C:21]=3[F:27])([C:18]#[N:19])[CH:7]([CH2:28][C:29]([CH3:32])([CH3:31])[CH3:30])[N:6]([CH:33]=[O:34])[CH:5]2[C:3]([OH:4])=[O:2])[CH:15]=[CH:14][CH:13]=1, predict the reactants needed to synthesize it. The reactants are: C[O:2][C:3]([CH:5]1[CH:9]([C:10]2[CH:15]=[CH:14][CH:13]=[C:12]([Cl:16])[C:11]=2[F:17])[C:8]([C:20]2[CH:25]=[CH:24][C:23]([Cl:26])=[CH:22][C:21]=2[F:27])([C:18]#[N:19])[CH:7]([CH2:28][C:29]([CH3:32])([CH3:31])[CH3:30])[N:6]1[CH:33]=[O:34])=[O:4].[OH-].[Na+].Cl.